This data is from Full USPTO retrosynthesis dataset with 1.9M reactions from patents (1976-2016). The task is: Predict the reactants needed to synthesize the given product. (1) Given the product [OH:1][C:2]1[CH:16]=[CH:15][C:5]([C:6]2([C:8]3[CH:13]=[CH:12][C:11]([OH:14])=[CH:10][CH:9]=3)[O:19][CH2:18][CH2:17][O:7]2)=[CH:4][CH:3]=1, predict the reactants needed to synthesize it. The reactants are: [OH:1][C:2]1[CH:16]=[CH:15][C:5]([C:6]([C:8]2[CH:13]=[CH:12][C:11]([OH:14])=[CH:10][CH:9]=2)=[O:7])=[CH:4][CH:3]=1.[CH2:17](O)[CH2:18][OH:19]. (2) Given the product [Br:16][C:17]1[CH:18]=[C:19]([CH3:28])[C:20]([CH2:24][C:25]([N:10]([CH2:9][C:4]2[CH:5]=[CH:6][CH:7]=[CH:8][N:3]=2)[CH2:11][C:12]([O:14][CH3:15])=[O:13])=[O:26])=[C:21]([CH3:23])[CH:22]=1, predict the reactants needed to synthesize it. The reactants are: Cl.Cl.[N:3]1[CH:8]=[CH:7][CH:6]=[CH:5][C:4]=1[CH2:9][NH:10][CH2:11][C:12]([O:14][CH3:15])=[O:13].[Br:16][C:17]1[CH:22]=[C:21]([CH3:23])[C:20]([CH2:24][C:25](O)=[O:26])=[C:19]([CH3:28])[CH:18]=1.C(N(CC)CC)C. (3) Given the product [Cl:19][C:16]1[CH:17]=[CH:18][C:11]([NH:10][C:6]2[C:5]([Cl:9])=[CH:4][N:3]=[C:2]([Cl:1])[CH:7]=2)=[C:12]([CH:15]=1)[C:13]#[N:14], predict the reactants needed to synthesize it. The reactants are: [Cl:1][C:2]1[CH:7]=[C:6](I)[C:5]([Cl:9])=[CH:4][N:3]=1.[NH2:10][C:11]1[CH:18]=[CH:17][C:16]([Cl:19])=[CH:15][C:12]=1[C:13]#[N:14].[O-]P(OP(OP([O-])([O-])=O)([O-])=O)(=O)[O-].[K+].[K+].[K+].[K+].[K+].C1C=CC(P(C2C(OC3C(P(C4C=CC=CC=4)C4C=CC=CC=4)=CC=CC=3)=CC=CC=2)C2C=CC=CC=2)=CC=1. (4) Given the product [F:1][C:2]1[CH:35]=[CH:34][C:5]([C:6](/[N:8]=[C:9]2\[NH:10][C:11]3[CH:26]=[CH:25][C:24]([CH2:27][N:28]4[CH2:33][CH2:32][O:31][CH2:30][CH2:29]4)=[CH:23][C:12]=3[N:13]\2[C@@H:14]2[CH2:19][CH2:18][C@H:17]([C:20]([Cl:38])=[O:21])[CH2:16][CH2:15]2)=[O:7])=[CH:4][CH:3]=1, predict the reactants needed to synthesize it. The reactants are: [F:1][C:2]1[CH:35]=[CH:34][C:5]([C:6](/[N:8]=[C:9]2\[NH:10][C:11]3[CH:26]=[CH:25][C:24]([CH2:27][N:28]4[CH2:33][CH2:32][O:31][CH2:30][CH2:29]4)=[CH:23][C:12]=3[N:13]\2[C@@H:14]2[CH2:19][CH2:18][C@H:17]([C:20](O)=[O:21])[CH2:16][CH2:15]2)=[O:7])=[CH:4][CH:3]=1.S(Cl)([Cl:38])=O. (5) Given the product [CH2:1]([C:3]1[N:8]=[C:7]([CH2:9][N:10]2[CH2:11][CH:12]([C:14]([OH:16])=[O:15])[CH2:13]2)[CH:6]=[CH:5][C:4]=1[C:18]1[N:22]=[C:21]([C:23]2[CH:28]=[CH:27][C:26]([CH2:29][CH:30]([CH3:32])[CH3:31])=[C:25]([F:33])[CH:24]=2)[O:20][N:19]=1)[CH3:2], predict the reactants needed to synthesize it. The reactants are: [CH2:1]([C:3]1[N:8]=[C:7]([CH2:9][N:10]2[CH2:13][CH:12]([C:14]([O:16]C)=[O:15])[CH2:11]2)[CH:6]=[CH:5][C:4]=1[C:18]1[N:22]=[C:21]([C:23]2[CH:28]=[CH:27][C:26]([CH2:29][CH:30]([CH3:32])[CH3:31])=[C:25]([F:33])[CH:24]=2)[O:20][N:19]=1)[CH3:2].[OH-].[Na+]. (6) Given the product [C:24]1([C:23]2[O:21][C:20]([C:18]3[CH:17]=[N:16][C:12]4[O:13][CH2:14][CH2:15][N:10]([S:7]([C:1]5[CH:6]=[CH:5][CH:4]=[CH:3][CH:2]=5)(=[O:9])=[O:8])[C:11]=4[CH:19]=3)=[N:32][N:31]=2)[CH:29]=[CH:28][CH:27]=[CH:26][CH:25]=1, predict the reactants needed to synthesize it. The reactants are: [C:1]1([S:7]([N:10]2[CH2:15][CH2:14][O:13][C:12]3[N:16]=[CH:17][C:18]([C:20](Cl)=[O:21])=[CH:19][C:11]2=3)(=[O:9])=[O:8])[CH:6]=[CH:5][CH:4]=[CH:3][CH:2]=1.[C:23]([NH:31][NH2:32])(=O)[C:24]1[CH:29]=[CH:28][CH:27]=[CH:26][CH:25]=1.CCN(C(C)C)C(C)C.CC[N+](S(N=C(OC)[O-])(=O)=O)(CC)CC.